This data is from Full USPTO retrosynthesis dataset with 1.9M reactions from patents (1976-2016). The task is: Predict the reactants needed to synthesize the given product. (1) Given the product [Br:1][C:2]1[N:6]2[C:7]([Cl:23])=[N:8][C:9]([C:12]3[CH:17]=[CH:16][C:15]([Cl:18])=[CH:14][C:13]=3[Cl:19])=[C:10]([Br:11])[C:5]2=[N:4][CH:3]=1, predict the reactants needed to synthesize it. The reactants are: [Br:1][C:2]1[N:6]2[C:7](O)=[N:8][C:9]([C:12]3[CH:17]=[CH:16][C:15]([Cl:18])=[CH:14][C:13]=3[Cl:19])=[C:10]([Br:11])[C:5]2=[N:4][CH:3]=1.P(Cl)(Cl)([Cl:23])=O.C(=O)(O)[O-].[Na+]. (2) The reactants are: C[Si](Cl)(C)C.[CH3:6][O:7][C:8]1[CH:9]=[CH:10][C:11]([N+:31]([O-:33])=[O:32])=[C:12]([CH2:14][C:15]([NH:17][CH:18]2[CH2:23][CH2:22][N:21]([CH2:24][C:25]3[CH:30]=[CH:29][CH:28]=[CH:27][CH:26]=3)[CH2:20][CH2:19]2)=O)[CH:13]=1.[BH4-].[Li+].Cl. Given the product [CH3:6][O:7][C:8]1[CH:9]=[CH:10][C:11]([N+:31]([O-:33])=[O:32])=[C:12]([CH2:14][CH2:15][NH:17][CH:18]2[CH2:19][CH2:20][N:21]([CH2:24][C:25]3[CH:26]=[CH:27][CH:28]=[CH:29][CH:30]=3)[CH2:22][CH2:23]2)[CH:13]=1, predict the reactants needed to synthesize it. (3) Given the product [CH:1]1([NH:4][C:5]2[C:6]3[O:36][CH:35]=[CH:34][C:7]=3[N:8]=[C:9]([NH:11][C:12]3[CH:20]=[C:19]4[C:15]([C:16]([C:29]([N:31]([CH3:33])[CH3:32])=[O:30])=[N:17][NH:18]4)=[CH:14][CH:13]=3)[N:10]=2)[CH2:3][CH2:2]1, predict the reactants needed to synthesize it. The reactants are: [CH:1]1([NH:4][C:5]2[C:6]3[O:36][CH:35]=[CH:34][C:7]=3[N:8]=[C:9]([NH:11][C:12]3[CH:20]=[C:19]4[C:15]([C:16]([C:29]([N:31]([CH3:33])[CH3:32])=[O:30])=[N:17][N:18]4COCC[Si](C)(C)C)=[CH:14][CH:13]=3)[N:10]=2)[CH2:3][CH2:2]1.Cl.O1CCOCC1.[NH4+].[OH-].